This data is from Full USPTO retrosynthesis dataset with 1.9M reactions from patents (1976-2016). The task is: Predict the reactants needed to synthesize the given product. (1) The reactants are: [CH3:1][O:2][C:3]1[CH:4]=[CH:5][C:6]([NH:11][C:12]2[C:13]3[N:14]([N:28]=[CH:29][N:30]=3)[CH:15]=[C:16]([C:18]3[CH:27]=[CH:26][C:21]([C:22]([O:24]C)=[O:23])=[CH:20][CH:19]=3)[CH:17]=2)=[N:7][C:8]=1[O:9][CH3:10].[OH-].[K+:32]. Given the product [CH3:1][O:2][C:3]1[CH:4]=[CH:5][C:6]([NH:11][C:12]2[C:13]3[N:14]([N:28]=[CH:29][N:30]=3)[CH:15]=[C:16]([C:18]3[CH:27]=[CH:26][C:21]([C:22]([O-:24])=[O:23])=[CH:20][CH:19]=3)[CH:17]=2)=[N:7][C:8]=1[O:9][CH3:10].[K+:32], predict the reactants needed to synthesize it. (2) Given the product [CH2:1]([O:8][C:9]1[CH:18]=[CH:17][CH:16]=[C:15]2[C:10]=1[CH2:11][CH2:12][CH:13]([C:20]([O:22][CH3:23])=[O:21])[CH:14]2[OH:19])[C:2]1[CH:3]=[CH:4][CH:5]=[CH:6][CH:7]=1, predict the reactants needed to synthesize it. The reactants are: [CH2:1]([O:8][C:9]1[CH:18]=[CH:17][CH:16]=[C:15]2[C:10]=1[CH2:11][CH2:12][CH:13]([C:20]([O:22][CH3:23])=[O:21])[C:14]2=[O:19])[C:2]1[CH:7]=[CH:6][CH:5]=[CH:4][CH:3]=1.[BH4-].[Na+]. (3) Given the product [F:19][CH:20]([F:29])[O:21][C:22]1[CH:23]=[CH:24][C:25]([NH:26][C:2]2[C:3](=[O:18])[N:4]([CH2:14][CH2:15][O:16][CH3:17])[C:5](=[O:13])[C:6]=2[C:7]2[CH:12]=[CH:11][CH:10]=[CH:9][CH:8]=2)=[CH:27][CH:28]=1, predict the reactants needed to synthesize it. The reactants are: Cl[C:2]1[C:3](=[O:18])[N:4]([CH2:14][CH2:15][O:16][CH3:17])[C:5](=[O:13])[C:6]=1[C:7]1[CH:12]=[CH:11][CH:10]=[CH:9][CH:8]=1.[F:19][CH:20]([F:29])[O:21][C:22]1[CH:28]=[CH:27][C:25]([NH2:26])=[CH:24][CH:23]=1. (4) Given the product [NH2:38][C:37]1[N:51]=[C:22]([C:7]2[C:8]([O:12][CH2:13][C:14]3[CH:19]=[CH:18][C:17]([O:20][CH3:21])=[CH:16][CH:15]=3)=[CH:9][CH:10]=[CH:11][C:6]=2[O:5][CH2:4][CH:1]2[CH2:3][CH2:2]2)[CH:23]=[C:29]([C:28]2[CH:31]=[CH:32][C:33]([N+:34]([O-:36])=[O:35])=[C:26]([OH:25])[CH:27]=2)[C:39]=1[C:40]([O:42][C:43]([CH3:46])([CH3:45])[CH3:44])=[O:41], predict the reactants needed to synthesize it. The reactants are: [CH:1]1([CH2:4][O:5][C:6]2[CH:11]=[CH:10][CH:9]=[C:8]([O:12][CH2:13][C:14]3[CH:19]=[CH:18][C:17]([O:20][CH3:21])=[CH:16][CH:15]=3)[C:7]=2[C:22](=O)[CH3:23])[CH2:3][CH2:2]1.[OH:25][C:26]1[CH:27]=[C:28]([CH:31]=[CH:32][C:33]=1[N+:34]([O-:36])=[O:35])[CH:29]=O.[C:37]([CH2:39][C:40]([O:42][C:43]([CH3:46])([CH3:45])[CH3:44])=[O:41])#[N:38].C([O-])(=O)C.[NH4+:51]. (5) Given the product [F:21][C:15]1[CH:16]=[C:17]([CH3:20])[CH:18]=[CH:19][C:14]=1[NH:13][C:11]1[C:5]([C:6]([O:8][CH2:9][CH3:10])=[O:7])=[CH:4][N:3]([CH3:2])[C:41](=[O:42])[CH:40]=1, predict the reactants needed to synthesize it. The reactants are: Cl[C:2]1C=[C:11]([NH:13][C:14]2[CH:19]=[CH:18][C:17]([CH3:20])=[CH:16][C:15]=2[F:21])[C:5]([C:6]([O:8][CH2:9][CH3:10])=[O:7])=[CH:4][N:3]=1.COS(OC)(=O)=O.C(N(CC)CC)C.CC(O)=O.[CH3:40][CH2:41][OH:42]. (6) Given the product [O:1]=[CH:2][CH2:3][CH:4]1[CH2:5][CH2:6][N:7]([C:10]([O:12][C:13]([CH3:16])([CH3:15])[CH3:14])=[O:11])[CH2:8][CH2:9]1, predict the reactants needed to synthesize it. The reactants are: [OH:1][CH2:2][CH2:3][CH:4]1[CH2:9][CH2:8][N:7]([C:10]([O:12][C:13]([CH3:16])([CH3:15])[CH3:14])=[O:11])[CH2:6][CH2:5]1.S([O-])([O-])(=O)=S.[Na+].[Na+].C(=O)(O)[O-].[Na+]. (7) The reactants are: [OH:1][C@H:2]([CH2:7][CH2:8][CH2:9][C:10]1[CH:15]=[CH:14][C:13]([O:16][CH2:17][C:18]2[N:19]=[C:20]([C:24]3[CH:29]=[CH:28][CH:27]=[CH:26][CH:25]=3)[S:21][C:22]=2[CH3:23])=[CH:12][CH:11]=1)[C:3]([O:5]C)=[O:4].[OH-].[Na+].O.Cl. Given the product [OH:1][C@H:2]([CH2:7][CH2:8][CH2:9][C:10]1[CH:11]=[CH:12][C:13]([O:16][CH2:17][C:18]2[N:19]=[C:20]([C:24]3[CH:25]=[CH:26][CH:27]=[CH:28][CH:29]=3)[S:21][C:22]=2[CH3:23])=[CH:14][CH:15]=1)[C:3]([OH:5])=[O:4], predict the reactants needed to synthesize it. (8) Given the product [CH2:10]([N:17]([CH2:3][CH:2]([C:4]1[CH:5]=[N:6][CH:7]=[CH:8][CH:9]=1)[OH:1])[CH:18]1[CH2:24][CH2:23][CH2:22][C:21]2[CH:25]=[CH:26][C:27]([O:29][CH3:30])=[CH:28][C:20]=2[CH2:19]1)[C:11]1[CH:12]=[CH:13][CH:14]=[CH:15][CH:16]=1, predict the reactants needed to synthesize it. The reactants are: [O:1]1[CH2:3][CH:2]1[C:4]1[CH:5]=[N:6][CH:7]=[CH:8][CH:9]=1.[CH2:10]([NH:17][CH:18]1[CH2:24][CH2:23][CH2:22][C:21]2[CH:25]=[CH:26][C:27]([O:29][CH3:30])=[CH:28][C:20]=2[CH2:19]1)[C:11]1[CH:16]=[CH:15][CH:14]=[CH:13][CH:12]=1. (9) Given the product [CH2:13]([N:11]1[CH:12]=[C:8]([C:6](=[O:7])[N:5]([CH2:1][CH2:2][CH2:3][CH3:4])[CH2:45][CH2:46][CH2:47][CH3:48])[N:9]=[C:10]1[C:21]1[CH:30]=[CH:29][C:24]([C:25]([O:27][CH3:28])=[O:26])=[CH:23][C:22]=1[C:31]([N:33]1[C@H:42]([CH2:43][OH:44])[CH2:41][C:40]2[C:35](=[CH:36][CH:37]=[CH:38][CH:39]=2)[CH2:34]1)=[O:32])[C:64]1[CH:69]=[CH:68][CH:67]=[CH:66][CH:65]=1, predict the reactants needed to synthesize it. The reactants are: [CH2:1]([N:5]([CH2:45][CH2:46][CH2:47][CH3:48])[C:6]([C:8]1[N:9]=[C:10]([C:21]2[CH:30]=[CH:29][C:24]([C:25]([O:27][CH3:28])=[O:26])=[CH:23][C:22]=2[C:31]([N:33]2[C@H:42]([CH2:43][OH:44])[CH2:41][C:40]3[C:35](=[CH:36][CH:37]=[CH:38][CH:39]=3)[CH2:34]2)=[O:32])[N:11]([CH2:13]CC2C=CC=CC=2)[CH:12]=1)=[O:7])[CH2:2][CH2:3][CH3:4].C(N(CCCC)C(C1N=C([C:64]2[CH:69]=[CH:68][C:67](C(OC)=O)=[CH:66][C:65]=2C(O)=O)N(CCC[C:64]2[CH:69]=[CH:68][CH:67]=[CH:66][CH:65]=2)C=1)=O)CCC.